The task is: Regression. Given a peptide amino acid sequence and an MHC pseudo amino acid sequence, predict their binding affinity value. This is MHC class I binding data.. This data is from Peptide-MHC class I binding affinity with 185,985 pairs from IEDB/IMGT. (1) The peptide sequence is EFVSANLAM. The MHC is HLA-B39:01 with pseudo-sequence HLA-B39:01. The binding affinity (normalized) is 0.0847. (2) The peptide sequence is GQIMLLVLC. The MHC is HLA-A02:01 with pseudo-sequence HLA-A02:01. The binding affinity (normalized) is 0. (3) The binding affinity (normalized) is 0.250. The peptide sequence is GQFNRYAAM. The MHC is HLA-B15:09 with pseudo-sequence HLA-B15:09. (4) The peptide sequence is SMINGVVKL. The MHC is HLA-A02:01 with pseudo-sequence HLA-A02:01. The binding affinity (normalized) is 0.758. (5) The peptide sequence is FFFDIDLLL. The MHC is HLA-A24:02 with pseudo-sequence HLA-A24:02. The binding affinity (normalized) is 0. (6) The peptide sequence is RIRSERPAF. The binding affinity (normalized) is 0.0847. The MHC is HLA-A69:01 with pseudo-sequence HLA-A69:01. (7) The peptide sequence is KQSSKALQR. The MHC is HLA-A11:01 with pseudo-sequence HLA-A11:01. The binding affinity (normalized) is 0.482.